Dataset: NCI-60 drug combinations with 297,098 pairs across 59 cell lines. Task: Regression. Given two drug SMILES strings and cell line genomic features, predict the synergy score measuring deviation from expected non-interaction effect. (1) Drug 1: C1=C(C(=O)NC(=O)N1)N(CCCl)CCCl. Drug 2: CC(C)CN1C=NC2=C1C3=CC=CC=C3N=C2N. Cell line: NCIH23. Synergy scores: CSS=17.7, Synergy_ZIP=1.04, Synergy_Bliss=0.464, Synergy_Loewe=-1.01, Synergy_HSA=-0.295. (2) Drug 1: C1CCN(CC1)CCOC2=CC=C(C=C2)C(=O)C3=C(SC4=C3C=CC(=C4)O)C5=CC=C(C=C5)O. Drug 2: N.N.Cl[Pt+2]Cl. Cell line: HS 578T. Synergy scores: CSS=-5.61, Synergy_ZIP=2.78, Synergy_Bliss=1.69, Synergy_Loewe=-2.93, Synergy_HSA=-2.55. (3) Drug 1: CN(C)C1=NC(=NC(=N1)N(C)C)N(C)C. Drug 2: C1=NC(=NC(=O)N1C2C(C(C(O2)CO)O)O)N. Cell line: SR. Synergy scores: CSS=13.3, Synergy_ZIP=-5.54, Synergy_Bliss=-7.39, Synergy_Loewe=-9.69, Synergy_HSA=-3.13. (4) Drug 1: CC1C(C(=O)NC(C(=O)N2CCCC2C(=O)N(CC(=O)N(C(C(=O)O1)C(C)C)C)C)C(C)C)NC(=O)C3=C4C(=C(C=C3)C)OC5=C(C(=O)C(=C(C5=N4)C(=O)NC6C(OC(=O)C(N(C(=O)CN(C(=O)C7CCCN7C(=O)C(NC6=O)C(C)C)C)C)C(C)C)C)N)C. Drug 2: CC(C)CN1C=NC2=C1C3=CC=CC=C3N=C2N. Cell line: UACC-257. Synergy scores: CSS=-0.399, Synergy_ZIP=-1.14, Synergy_Bliss=-4.40, Synergy_Loewe=-7.54, Synergy_HSA=-5.78.